From a dataset of Catalyst prediction with 721,799 reactions and 888 catalyst types from USPTO. Predict which catalyst facilitates the given reaction. (1) Reactant: [C:1]([O:5][C:6]([N:8]1[CH2:12][CH2:11][CH:10]([O:13][Si](C(C)(C)C)(C)C)[CH:9]1[CH2:21][C:22]1[C:30]2[C:25](=[N:26][CH:27]=[CH:28][CH:29]=2)[NH:24][CH:23]=1)=[O:7])([CH3:4])([CH3:3])[CH3:2].CCCC[N+](CCCC)(CCCC)CCCC.[F-]. Product: [C:1]([O:5][C:6]([N:8]1[CH2:12][CH2:11][CH:10]([OH:13])[CH:9]1[CH2:21][C:22]1[C:30]2[C:25](=[N:26][CH:27]=[CH:28][CH:29]=2)[NH:24][CH:23]=1)=[O:7])([CH3:4])([CH3:2])[CH3:3]. The catalyst class is: 1. (2) Reactant: S(Cl)(Cl)=O.[CH2:5](O)[CH3:6].[F:8][C:9]1[CH:10]=[C:11]([CH2:15][C:16]([OH:18])=[O:17])[CH:12]=[CH:13][CH:14]=1. Product: [F:8][C:9]1[CH:10]=[C:11]([CH2:15][C:16]([O:18][CH2:5][CH3:6])=[O:17])[CH:12]=[CH:13][CH:14]=1. The catalyst class is: 6. (3) Reactant: [NH2:1][C:2]1[CH:9]=[C:8]([OH:10])[CH:7]=[CH:6][C:3]=1[C:4]#[N:5].[C:11]([N:19]=[C:20]=[O:21])(=[O:18])[C:12]1[CH:17]=[CH:16][CH:15]=[CH:14][CH:13]=1. Product: [C:4]([C:3]1[CH:6]=[CH:7][C:8]([OH:10])=[CH:9][C:2]=1[NH:1][C:20]([NH:19][C:11](=[O:18])[C:12]1[CH:13]=[CH:14][CH:15]=[CH:16][CH:17]=1)=[O:21])#[N:5]. The catalyst class is: 21. (4) Reactant: [C:1]([C:5]1[C:14]2[O:13][CH:12]([CH:15]([CH3:17])[CH3:16])[C:11](=[O:18])[NH:10][C:9]=2[CH:8]=[CH:7][CH:6]=1)([CH3:4])([CH3:3])[CH3:2].C(=O)([O-])[O-].[K+].[K+].[C:25]([O:29][CH3:30])(=[O:28])[CH:26]=[CH2:27].C(O)(=O)CC(CC(O)=O)(C(O)=O)O. Product: [CH3:30][O:29][C:25](=[O:28])[CH2:26][CH2:27][N:10]1[C:9]2[CH:8]=[CH:7][CH:6]=[C:5]([C:1]([CH3:4])([CH3:3])[CH3:2])[C:14]=2[O:13][CH:12]([CH:15]([CH3:16])[CH3:17])[C:11]1=[O:18]. The catalyst class is: 35. (5) Reactant: Cl.[NH2:2][C:3]([CH3:9])([CH2:7][CH3:8])[C:4]([OH:6])=[O:5].[CH3:10]O. Product: [NH2:2][C:3]([CH3:9])([CH2:7][CH3:8])[C:4]([O:6][CH3:10])=[O:5]. The catalyst class is: 12.